Dataset: Peptide-MHC class I binding affinity with 185,985 pairs from IEDB/IMGT. Task: Regression. Given a peptide amino acid sequence and an MHC pseudo amino acid sequence, predict their binding affinity value. This is MHC class I binding data. (1) The peptide sequence is HPSDGKCNL. The MHC is HLA-B51:01 with pseudo-sequence HLA-B51:01. The binding affinity (normalized) is 0.149. (2) The peptide sequence is YPLGQGSF. The MHC is HLA-B07:02 with pseudo-sequence HLA-B07:02. The binding affinity (normalized) is 0.203. (3) The peptide sequence is NDTNYSGF. The MHC is Mamu-B01 with pseudo-sequence Mamu-B01. The binding affinity (normalized) is 0.